Dataset: Full USPTO retrosynthesis dataset with 1.9M reactions from patents (1976-2016). Task: Predict the reactants needed to synthesize the given product. (1) Given the product [O:28]1[CH:32]=[CH:31][CH:30]=[C:29]1[CH2:33][NH:34][C:10]([C@@H:9]1[CH2:13][C:14](=[CH2:16])[CH2:15][N:8]1[C:6]([NH:17][C:20]1[CH:25]=[CH:24][CH:23]=[C:22]([O:26][CH3:27])[CH:21]=1)=[O:7])=[O:12], predict the reactants needed to synthesize it. The reactants are: C(O[C:6]([N:8]1[CH2:15][C:14](=[CH2:16])[CH2:13][C@H:9]1[C:10]([OH:12])=O)=[O:7])(C)(C)C.[N:17]([C:20]1[CH:25]=[CH:24][CH:23]=[C:22]([O:26][CH3:27])[CH:21]=1)=C=O.[O:28]1[CH:32]=[CH:31][CH:30]=[C:29]1[CH2:33][NH2:34]. (2) Given the product [F:1][C@H:2]([C:17]1[C:22]([I:23])=[CH:21][CH:20]=[CH:19][C:18]=1[F:24])[C:3]([OH:4])=[O:25], predict the reactants needed to synthesize it. The reactants are: [F:1][C@H:2]([C:17]1[C:22]([I:23])=[CH:21][CH:20]=[CH:19][C:18]=1[F:24])[C:3](N([C@H](C)[C@H](O)C1C=CC=CC=1)C)=[O:4].[OH:25]S(O)(=O)=O.